This data is from Experimentally validated miRNA-target interactions with 360,000+ pairs, plus equal number of negative samples. The task is: Binary Classification. Given a miRNA mature sequence and a target amino acid sequence, predict their likelihood of interaction. (1) The miRNA is mmu-miR-6356 with sequence UCCCCAGAGUCCUAACAAUGA. The protein sequence of the target gene is MEIIFGQNKKEQLEPVQAKVTGSIPAWLQGTLLRNGPGMHTVGESKYNHWFDGLALLHSFSIRDGEVFYRSKYLQSDTYIANIEANRIVVSEFGTMAYPDPCKNIFSKAFSYLSHTIPDFTDNCLINIMKCGEDFYATTETNYIRKIDPQTLETLEKVDYRKYVAVNLATSHPHYDEAGNVLNMGTSVVDKGRTKYVIFKIPATVPDSKKKGKSPVKHAEVFCSISSRSLLSPSYYHSFGVTENYVVFLEQPFKLDILKMATAYMRGVSWASCMSFDREDKTYIHIIDQRTRKPVPTKFY.... Result: 0 (no interaction). (2) The miRNA is mmu-miR-1903 with sequence CCUUCUUCUUCUUCCUGAGACA. The protein sequence of the target gene is MQLYSSVCTHYPAGTPGPTAAAPPATAAAAFKVSLQSASPAAAAPEPDTGERPPAAATEPREAAAAAAMPAFSACFERSGSAAAPPGACSKPPLPPHFTSTAHIAVRALGAERLLLPPPSAPSPPRRGSSAWLLEELLRPDEPAAPNAVRDAPDRNFRLSEHRQALAASQHRAPAPAPVGPEPGAGPGSGPWGEERRAERSSRGWDRASGRSDASGSDALRRQDPEAEAHPVPAPARSSGEPAQNGEGEAVGTSRADPRDEKLALYLAEVERQDKYLRQRNKYRFHIIPDGNCLYRAVSK.... Result: 0 (no interaction).